From a dataset of Full USPTO retrosynthesis dataset with 1.9M reactions from patents (1976-2016). Predict the reactants needed to synthesize the given product. (1) Given the product [N:1]1[S:5][N:4]=[C:3]2[C:6]([S:10]([NH:13][C:14]3[CH:22]=[C:21]([Cl:23])[CH:20]=[CH:19][C:15]=3[C:16]([NH:38][C@H:28]([CH2:29][C:30]3[CH:35]=[CH:34][C:33]([Cl:36])=[C:32]([Cl:37])[CH:31]=3)[C:27]([OH:26])=[O:39])=[O:17])(=[O:12])=[O:11])=[CH:7][CH:8]=[CH:9][C:2]=12, predict the reactants needed to synthesize it. The reactants are: [N:1]1[S:5][N:4]=[C:3]2[C:6]([S:10]([NH:13][C:14]3[CH:22]=[C:21]([Cl:23])[CH:20]=[CH:19][C:15]=3[C:16](O)=[O:17])(=[O:12])=[O:11])=[CH:7][CH:8]=[CH:9][C:2]=12.Cl.C[O:26][C:27](=[O:39])[C@H:28]([NH2:38])[CH2:29][C:30]1[CH:35]=[CH:34][C:33]([Cl:36])=[C:32]([Cl:37])[CH:31]=1. (2) Given the product [C:8]([C:5]1[CH:6]=[CH:7][C:2]2[NH:1][C:13](=[O:14])[C@@H:12]([NH:16][C:17](=[O:18])[O:19][C:20]([CH3:23])([CH3:22])[CH3:21])[C@H:11]([CH3:24])[NH:10][C:3]=2[CH:4]=1)#[N:9], predict the reactants needed to synthesize it. The reactants are: [NH2:1][C:2]1[CH:7]=[CH:6][C:5]([C:8]#[N:9])=[CH:4][C:3]=1[NH:10][C@@H:11]([CH3:24])[C@H:12]([NH:16][C:17]([O:19][C:20]([CH3:23])([CH3:22])[CH3:21])=[O:18])[C:13](O)=[O:14].CN1C=CN=C1.CS(Cl)(=O)=O. (3) Given the product [Cl:16][C:17]1[CH:18]=[C:19]([CH:22]=[CH:23][C:24]=1[Cl:25])[CH2:20][NH:21][C:4]([C:6]1[N:10]2[N:11]=[C:12]([NH:21][CH2:20][C:19]3[CH:22]=[CH:23][C:24]([Cl:25])=[C:17]([Cl:16])[CH:18]=3)[CH:13]=[CH:14][C:9]2=[N:8][CH:7]=1)=[O:5], predict the reactants needed to synthesize it. The reactants are: C(O[C:4]([C:6]1[N:10]2[N:11]=[C:12](Cl)[CH:13]=[CH:14][C:9]2=[N:8][CH:7]=1)=[O:5])C.[Cl:16][C:17]1[CH:18]=[C:19]([CH:22]=[CH:23][C:24]=1[Cl:25])[CH2:20][NH2:21]. (4) Given the product [NH2:45][C:42]1[CH:41]=[CH:40][C:39]([O:38][C:29]2[C:28]3[C:33](=[CH:34][C:35]([O:36][CH3:37])=[C:26]([OH:25])[CH:27]=3)[N:32]=[CH:31][CH:30]=2)=[CH:44][CH:43]=1, predict the reactants needed to synthesize it. The reactants are: C(=O)([O-])[O-].[K+].[K+].COC(C1(C([O-])=O)CC1)=O.[Na+].C(Cl)(=O)C(Cl)=O.C[O:25][C:26]1[CH:27]=[C:28]2[C:33](=[CH:34][C:35]=1[O:36][CH3:37])[N:32]=[CH:31][CH:30]=[C:29]2[O:38][C:39]1[CH:40]=[CH:41][C:42]([NH:45]C(C2(C(NC3C=CC(F)=CC=3)=O)CC2)=O)=[CH:43][CH:44]=1.